Dataset: Reaction yield outcomes from USPTO patents with 853,638 reactions. Task: Predict the reaction yield, written as a fraction of the theoretical maximum amount of product (1.0 means a 100% yield; for example, 0.34 means a 34% yield). (1) The reactants are [C:1]([N:4]1[CH2:9][CH2:8][CH:7]([C:10]([N:12]2[CH2:17][CH2:16][C@@H:15]([N:18]([CH3:29])[C:19](=[O:28])[C:20]3[CH:25]=[CH:24][C:23]([O:26][CH3:27])=[CH:22][CH:21]=3)[C@H:14]([C:30]3[CH:35]=[CH:34][C:33](Br)=[CH:32][CH:31]=3)[CH2:13]2)=[O:11])[CH2:6][CH2:5]1)(=[O:3])[CH3:2].[C:37]1(B(O)O)[CH:42]=[CH:41][CH:40]=[CH:39][CH:38]=1.C(=O)([O-])[O-].[K+].[K+]. The catalyst is C1(C)C=CC=CC=1.O.CN(C=O)C.C1C=CC(P(C2C=CC=CC=2)[C-]2C=CC=C2)=CC=1.C1C=CC(P(C2C=CC=CC=2)[C-]2C=CC=C2)=CC=1.[Fe+2].CC([O-])=O.CC([O-])=O.[Pd+2]. The product is [C:1]([N:4]1[CH2:9][CH2:8][CH:7]([C:10]([N:12]2[CH2:17][CH2:16][C@@H:15]([N:18]([CH3:29])[C:19](=[O:28])[C:20]3[CH:25]=[CH:24][C:23]([O:26][CH3:27])=[CH:22][CH:21]=3)[C@H:14]([C:30]3[CH:35]=[CH:34][C:33]([C:37]4[CH:42]=[CH:41][CH:40]=[CH:39][CH:38]=4)=[CH:32][CH:31]=3)[CH2:13]2)=[O:11])[CH2:6][CH2:5]1)(=[O:3])[CH3:2]. The yield is 0.610. (2) The reactants are Cl.[Cl:2][C:3]1[CH:8]=[CH:7][C:6]([C:9]2([C:15]#[N:16])[CH2:14][CH2:13][NH:12][CH2:11][CH2:10]2)=[CH:5][CH:4]=1.Cl[C:18]1[C:19]2[CH:26]=[CH:25][NH:24][C:20]=2[N:21]=[CH:22][N:23]=1.C(N(CC)CC)C. The catalyst is C(O)CCC. The product is [Cl:2][C:3]1[CH:8]=[CH:7][C:6]([C:9]2([C:15]#[N:16])[CH2:14][CH2:13][N:12]([C:18]3[C:19]4[CH:26]=[CH:25][NH:24][C:20]=4[N:21]=[CH:22][N:23]=3)[CH2:11][CH2:10]2)=[CH:5][CH:4]=1. The yield is 0.800.